Dataset: Forward reaction prediction with 1.9M reactions from USPTO patents (1976-2016). Task: Predict the product of the given reaction. Given the reactants C([N-]C(C)C)(C)C.[Li+].C1COCC1.CCCCCCC.C(C1C=CC=CC=1)C.[CH3:29][C:30]1[CH:35]=[CH:34][N:33]=[CH:32][CH:31]=1.[CH2:36]([O:43][C:44]1[CH:55]=[CH:54][C:47]([C:48](N(OC)C)=[O:49])=[CH:46][CH:45]=1)[C:37]1[CH:42]=[CH:41][CH:40]=[CH:39][CH:38]=1.C(O)(=O)C, predict the reaction product. The product is: [CH2:36]([O:43][C:44]1[CH:45]=[CH:46][C:47]([C:48](=[O:49])[CH2:29][C:30]2[CH:35]=[CH:34][N:33]=[CH:32][CH:31]=2)=[CH:54][CH:55]=1)[C:37]1[CH:38]=[CH:39][CH:40]=[CH:41][CH:42]=1.